From a dataset of Retrosynthesis with 50K atom-mapped reactions and 10 reaction types from USPTO. Predict the reactants needed to synthesize the given product. (1) Given the product COCc1cc(N)c(N)cc1C(=O)OC, predict the reactants needed to synthesize it. The reactants are: COCc1cc(N)c([N+](=O)[O-])cc1C(=O)OC. (2) Given the product CCOc1cc(C(=O)O)c([N+](=O)[O-])c(N)c1F, predict the reactants needed to synthesize it. The reactants are: CC[O-].Nc1c(F)c(F)cc(C(=O)O)c1[N+](=O)[O-]. (3) Given the product Cc1ccc(-c2ccc3c(c2)C=C(C(=O)O)CS3)cc1, predict the reactants needed to synthesize it. The reactants are: CCOC(=O)C1=Cc2cc(-c3ccc(C)cc3)ccc2SC1. (4) Given the product CCN1CCN(c2ccc3nc(C)n(-c4cc(NC(=O)c5cccc(C(F)(F)F)c5)ccc4C)c(=O)c3c2)CC1, predict the reactants needed to synthesize it. The reactants are: CCN1CCNCC1.Cc1ccc(NC(=O)c2cccc(C(F)(F)F)c2)cc1-n1c(C)nc2ccc(Br)cc2c1=O. (5) The reactants are: CCCC[Sn](CCCC)(CCCC)c1cccn1C.O=C(CC1CCn2c1c(Sc1ccc(Cl)cc1)c1c(Br)cc(F)cc12)N1C(=O)OC[C@@H]1Cc1ccccc1. Given the product Cn1cccc1-c1cc(F)cc2c1c(Sc1ccc(Cl)cc1)c1n2CCC1CC(=O)N1C(=O)OC[C@@H]1Cc1ccccc1, predict the reactants needed to synthesize it.